From a dataset of Peptide-MHC class II binding affinity with 134,281 pairs from IEDB. Regression. Given a peptide amino acid sequence and an MHC pseudo amino acid sequence, predict their binding affinity value. This is MHC class II binding data. (1) The peptide sequence is RQEKWMTGRMGERQL. The MHC is DRB1_0404 with pseudo-sequence DRB1_0404. The binding affinity (normalized) is 0.381. (2) The peptide sequence is EGTKVTFHVEKGSNP. The MHC is HLA-DPA10103-DPB10201 with pseudo-sequence HLA-DPA10103-DPB10201. The binding affinity (normalized) is 0.242. (3) The peptide sequence is MPFVTTQPEALAAAA. The MHC is DRB1_1302 with pseudo-sequence DRB1_1302. The binding affinity (normalized) is 0.229. (4) The peptide sequence is AFKVAAIAANAAPAN. The MHC is DRB1_0901 with pseudo-sequence DRB1_0901. The binding affinity (normalized) is 0.712.